Dataset: Full USPTO retrosynthesis dataset with 1.9M reactions from patents (1976-2016). Task: Predict the reactants needed to synthesize the given product. (1) Given the product [ClH:19].[Cl:19][C:20]1[CH:21]=[C:22]([NH:33][C:10](=[O:12])[C:9]#[C:8][C:7]2[CH:6]=[CH:5][C:4]([C:13]3[CH:18]=[CH:17][CH:16]=[CH:15][CH:14]=3)=[CH:3][C:2]=2[Br:1])[CH:23]=[CH:24][C:25]=1[CH2:26][CH2:27][N:28]([CH2:31][CH3:32])[CH2:29][CH3:30], predict the reactants needed to synthesize it. The reactants are: [Br:1][C:2]1[CH:3]=[C:4]([C:13]2[CH:18]=[CH:17][CH:16]=[CH:15][CH:14]=2)[CH:5]=[CH:6][C:7]=1[C:8]#[C:9][C:10]([OH:12])=O.[Cl:19][C:20]1[CH:21]=[C:22]([NH2:33])[CH:23]=[CH:24][C:25]=1[CH2:26][CH2:27][N:28]([CH2:31][CH3:32])[CH2:29][CH3:30]. (2) The reactants are: [Cl:1][C:2]1[C:3](F)=[C:4]([C:8]2[C:17]3[C:12](=[CH:13][CH:14]=[CH:15][CH:16]=3)[CH:11]=[CH:10][C:9]=2[OH:18])[CH:5]=[CH:6][CH:7]=1.CN1CCCC1=O.C(=O)([O-])[O-].[K+].[K+].Cl. Given the product [Cl:1][C:2]1[C:3]2[O:18][C:9]3[CH:10]=[CH:11][C:12]4[CH:13]=[CH:14][CH:15]=[CH:16][C:17]=4[C:8]=3[C:4]=2[CH:5]=[CH:6][CH:7]=1, predict the reactants needed to synthesize it. (3) Given the product [C:12]([N:15]1[CH2:20][CH2:19][N:18]([CH2:7][C:6]2[CH:9]=[CH:10][CH:11]=[C:4]([N+:1]([O-:3])=[O:2])[CH:5]=2)[CH2:17][CH2:16]1)(=[O:14])[CH3:13], predict the reactants needed to synthesize it. The reactants are: [N+:1]([C:4]1[CH:5]=[C:6]([CH:9]=[CH:10][CH:11]=1)[CH:7]=O)([O-:3])=[O:2].[C:12]([N:15]1[CH2:20][CH2:19][NH:18][CH2:17][CH2:16]1)(=[O:14])[CH3:13].C(O[BH-](OC(=O)C)OC(=O)C)(=O)C.[Na+].C(O)(=O)C. (4) Given the product [CH2:1]([C:3]1[CH:4]=[N:5][C:6]([N:9]2[CH2:10][CH2:11][CH:12]([CH2:15][CH2:16][CH2:17][O:18][C:19]3[CH:27]=[CH:26][C:22]([C:23]([NH2:29])=[O:24])=[C:21]([CH3:28])[N:20]=3)[CH2:13][CH2:14]2)=[N:7][CH:8]=1)[CH3:2], predict the reactants needed to synthesize it. The reactants are: [CH2:1]([C:3]1[CH:4]=[N:5][C:6]([N:9]2[CH2:14][CH2:13][CH:12]([CH2:15][CH2:16][CH2:17][O:18][C:19]3[CH:27]=[CH:26][C:22]([C:23](O)=[O:24])=[C:21]([CH3:28])[N:20]=3)[CH2:11][CH2:10]2)=[N:7][CH:8]=1)[CH3:2].[NH3:29].O1CCOCC1. (5) Given the product [NH2:8][C@H:9]1[C@H:14]([CH:15]2[CH2:20][CH2:19][CH2:18][CH2:17][CH2:16]2)[CH2:13][CH2:12][N:11]([C:21]([O:23][CH2:24][C:25]2[CH:26]=[CH:27][CH:28]=[CH:29][CH:30]=2)=[O:22])[CH2:10]1, predict the reactants needed to synthesize it. The reactants are: C(OC([NH:8][C@H:9]1[C@H:14]([CH:15]2[CH2:20][CH2:19][CH2:18][CH2:17][CH2:16]2)[CH2:13][CH2:12][N:11]([C:21]([O:23][CH2:24][C:25]2[CH:30]=[CH:29][CH:28]=[CH:27][CH:26]=2)=[O:22])[CH2:10]1)=O)(C)(C)C.[OH-].[Na+]. (6) Given the product [CH2:1]([O:3][C:4]([C:6]1[NH:35][C:9]2[C:10](=[O:34])[N:11]([CH3:33])[CH:12]=[C:13]3[C:14]4[CH:19]=[C:18]([CH2:20][S:21]([CH3:24])(=[O:22])=[O:23])[CH:17]=[CH:16][C:15]=4[N:25]([C:26]4[CH:27]=[CH:28][C:29]([F:32])=[CH:30][CH:31]=4)[CH2:37][C:7]=1[C:8]=23)=[O:5])[CH3:2], predict the reactants needed to synthesize it. The reactants are: [CH2:1]([O:3][C:4]([C:6]1[NH:35][C:9]2[C:10](=[O:34])[N:11]([CH3:33])[CH:12]=[C:13]([C:14]3[CH:19]=[C:18]([CH2:20][S:21]([CH3:24])(=[O:23])=[O:22])[CH:17]=[CH:16][C:15]=3[NH:25][C:26]3[CH:31]=[CH:30][C:29]([F:32])=[CH:28][CH:27]=3)[C:8]=2[CH:7]=1)=[O:5])[CH3:2].Cl.[CH2:37]=O. (7) The reactants are: [Br:1][C:2]1[CH:3]=[C:4]([NH:10]N)[CH:5]=[C:6]([Br:9])[C:7]=1[Br:8].[CH3:12][CH:13]([CH3:17])[C:14](=O)[CH3:15].Cl.C(=O)([O-])[O-].[Na+].[Na+]. Given the product [Br:1][C:2]1[C:7]([Br:8])=[C:6]([Br:9])[CH:5]=[C:4]2[C:3]=1[C:13]([CH3:17])([CH3:12])[C:14]([CH3:15])=[N:10]2, predict the reactants needed to synthesize it. (8) Given the product [CH:19]([N:15]1[C:14]([C:8]2[S:9][C:10]3[CH2:11][CH2:12][O:13][C:4]4[CH:3]=[C:2]([OH:24])[CH:23]=[CH:22][C:5]=4[C:6]=3[N:7]=2)=[N:18][CH:17]=[N:16]1)([CH3:21])[CH3:20], predict the reactants needed to synthesize it. The reactants are: Br[C:2]1[CH:23]=[CH:22][C:5]2[C:6]3[N:7]=[C:8]([C:14]4[N:15]([CH:19]([CH3:21])[CH3:20])[N:16]=[CH:17][N:18]=4)[S:9][C:10]=3[CH2:11][CH2:12][O:13][C:4]=2[CH:3]=1.[OH-:24].[K+].C(P(C(C)(C)C)C1C(C)=C(C)C(C)=C(C)C=1C1C(CCC)=CC(CCC)=CC=1CCC)(C)(C)C.O. (9) Given the product [ClH:1].[NH2:11][C@@H:8]([C:5]1[C:4]([F:18])=[C:3]([C:2]([Cl:1])=[CH:7][CH:6]=1)[O:19][C:20]1[CH:21]=[CH:22][C:23]([CH:26]=[N:27][OH:28])=[CH:24][CH:25]=1)[CH2:9][CH3:10], predict the reactants needed to synthesize it. The reactants are: [Cl:1][C:2]1[CH:7]=[CH:6][C:5]([C@H:8]([NH:11][S@@](C(C)(C)C)=O)[CH2:9][CH3:10])=[C:4]([F:18])[C:3]=1[O:19][C:20]1[CH:25]=[CH:24][C:23]([CH:26]=[N:27][OH:28])=[CH:22][CH:21]=1.Cl.FC1C(OC2C=CC=CC=2)=C(F)C=CC=1C(N)CC. (10) Given the product [CH:1]1([C:7]2[C:15]3[C:10](=[CH:11][C:12]([C:16]([OH:18])=[O:17])=[CH:13][CH:14]=3)[N:9]([CH2:20][C:21]([N:32]([CH3:33])[CH3:31])=[O:23])[C:8]=2[C:24]2[CH:25]=[CH:26][CH:27]=[CH:28][CH:29]=2)[CH2:6][CH2:5][CH2:4][CH2:3][CH2:2]1, predict the reactants needed to synthesize it. The reactants are: [CH:1]1([C:7]2[C:15]3[C:10](=[CH:11][C:12]([C:16]([O:18]C)=[O:17])=[CH:13][CH:14]=3)[N:9]([CH2:20][C:21]([OH:23])=O)[C:8]=2[C:24]2[CH:29]=[CH:28][CH:27]=[CH:26][CH:25]=2)[CH2:6][CH2:5][CH2:4][CH2:3][CH2:2]1.Cl.[CH3:31][NH:32][CH3:33].CN(C(ON1N=NC2C=CC=NC1=2)=[N+](C)C)C.F[P-](F)(F)(F)(F)F.CCN(C(C)C)C(C)C.B(Br)(Br)Br.